This data is from Reaction yield outcomes from USPTO patents with 853,638 reactions. The task is: Predict the reaction yield, written as a fraction of the theoretical maximum amount of product (1.0 means a 100% yield; for example, 0.34 means a 34% yield). (1) The reactants are C(OP(C#N)(=O)OCC)C.C(N(CC)CC)C.[CH2:18]([S:20]([C:23]1[CH:24]=[CH:25][C:26]([O:50][CH3:51])=[C:27]([NH:29][C:30]2[O:31][C:32]([C:35]3[CH:36]=[C:37]([C:41]4[CH:46]=[CH:45][C:44]([C:47](O)=[O:48])=[CH:43][CH:42]=4)[CH:38]=[CH:39][CH:40]=3)=[CH:33][N:34]=2)[CH:28]=1)(=[O:22])=[O:21])[CH3:19].[CH2:52]1[N:57]([CH2:58][CH2:59][NH2:60])[CH2:56][CH2:55][O:54][CH2:53]1. The catalyst is CN(C=O)C. The product is [CH2:18]([S:20]([C:23]1[CH:24]=[CH:25][C:26]([O:50][CH3:51])=[C:27]([NH:29][C:30]2[O:31][C:32]([C:35]3[CH:36]=[C:37]([C:41]4[CH:42]=[CH:43][C:44]([C:47]([NH:60][CH2:59][CH2:58][N:57]5[CH2:52][CH2:53][O:54][CH2:55][CH2:56]5)=[O:48])=[CH:45][CH:46]=4)[CH:38]=[CH:39][CH:40]=3)=[CH:33][N:34]=2)[CH:28]=1)(=[O:22])=[O:21])[CH3:19]. The yield is 0.660. (2) The reactants are [Cl:1][C:2]1[CH:14]=[C:13]([Cl:15])[CH:12]=[CH:11][C:3]=1[CH2:4][NH:5][C@H:6]1[CH2:10][CH2:9][NH:8][CH2:7]1.Br[C:17]1[CH:22]=[CH:21][C:20]([N+:23]([O-:25])=[O:24])=[CH:19][N:18]=1.C(=O)([O-])[O-].[Cs+].[Cs+]. The catalyst is C1(C)C=CC=CC=1.C1C=CC(/C=C/C(/C=C/C2C=CC=CC=2)=O)=CC=1.C1C=CC(/C=C/C(/C=C/C2C=CC=CC=2)=O)=CC=1.C1C=CC(/C=C/C(/C=C/C2C=CC=CC=2)=O)=CC=1.[Pd].[Pd].C1C=CC(P(C2C=CC3C(=CC=CC=3)C=2C2C3C(=CC=CC=3)C=CC=2P(C2C=CC=CC=2)C2C=CC=CC=2)C2C=CC=CC=2)=CC=1. The product is [Cl:1][C:2]1[CH:14]=[C:13]([Cl:15])[CH:12]=[CH:11][C:3]=1[CH2:4][NH:5][C@H:6]1[CH2:10][CH2:9][N:8]([C:17]2[CH:22]=[CH:21][C:20]([N+:23]([O-:25])=[O:24])=[CH:19][N:18]=2)[CH2:7]1. The yield is 0.920. (3) The reactants are C([O:5][C:6](=[O:42])[C:7]1[CH:12]=[CH:11][C:10]([O:13][CH2:14][CH2:15][O:16]/[N:17]=[CH:18]/[C:19]2[CH:24]=[CH:23][C:22]([C:25]([CH3:28])([CH3:27])[CH3:26])=[CH:21][CH:20]=2)=[CH:9][C:8]=1[O:29][C:30](=[O:41])[C:31]1[CH:36]=[CH:35][C:34]([C:37]([F:40])([F:39])[F:38])=[CH:33][CH:32]=1)(C)(C)C.FC(F)(F)C(O)=O. The catalyst is C(Cl)Cl.[Cl-].[Na+].O. The product is [C:25]([C:22]1[CH:23]=[CH:24][C:19](/[CH:18]=[N:17]/[O:16][CH2:15][CH2:14][O:13][C:10]2[CH:11]=[CH:12][C:7]([C:6]([OH:42])=[O:5])=[C:8]([O:29][C:30](=[O:41])[C:31]3[CH:32]=[CH:33][C:34]([C:37]([F:39])([F:40])[F:38])=[CH:35][CH:36]=3)[CH:9]=2)=[CH:20][CH:21]=1)([CH3:28])([CH3:26])[CH3:27]. The yield is 0.860. (4) The reactants are [CH3:1][NH:2][CH:3]1[CH:8]2[CH2:9][CH2:10][CH:4]1[CH2:5][N:6]([CH2:11][CH2:12][CH2:13][NH:14][C:15]1[CH:22]=[CH:21][C:18]([C:19]#[N:20])=[CH:17][CH:16]=1)[CH2:7]2.Cl[C:24]([O:26][CH2:27][CH3:28])=[O:25]. The catalyst is CN(C=O)C.C(Cl)(Cl)Cl. The product is [C:19]([C:18]1[CH:17]=[CH:16][C:15]([NH:14][CH2:13][CH2:12][CH2:11][N:6]2[CH2:7][CH:8]3[CH:3]([N:2]([CH3:1])[C:24](=[O:25])[O:26][CH2:27][CH3:28])[CH:4]([CH2:10][CH2:9]3)[CH2:5]2)=[CH:22][CH:21]=1)#[N:20]. The yield is 0.859. (5) The reactants are [CH3:1][C:2]1[C:3]2[N:4]([N:11]=[C:12]([C:14]3[CH:19]=[CH:18][CH:17]=[CH:16][CH:15]=3)[N:13]=2)[CH:5]=[CH:6][C:7]=1C(O)=O.C([N:22](CC)CC)C.P(N=[N+]=[N-])(=O)(OC1C=CC=CC=1)OC1C=CC=CC=1. The catalyst is C(O)(C)(C)C. The product is [CH3:1][C:2]1[C:3]2[N:4]([N:11]=[C:12]([C:14]3[CH:19]=[CH:18][CH:17]=[CH:16][CH:15]=3)[N:13]=2)[CH:5]=[CH:6][C:7]=1[NH2:22]. The yield is 0.254. (6) The reactants are Br[C:2]1[C:10]2[N:9]=[C:8]([CH3:11])[N:7]([CH2:12][C:13]3[CH:18]=[CH:17][CH:16]=[C:15]([C:19]([F:22])([F:21])[F:20])[C:14]=3[CH3:23])[C:6]=2[CH:5]=[C:4]([N:24]2[CH2:29][CH2:28][O:27][CH2:26][CH2:25]2)[CH:3]=1.[O:30]1[CH:34]=[CH:33][CH:32]=[C:31]1B(O)O.C(=O)([O-])[O-].[Na+].[Na+]. The catalyst is COCCOC.O.C1C=CC(P(C2C=CC=CC=2)[C-]2C=CC=C2)=CC=1.C1C=CC(P(C2C=CC=CC=2)[C-]2C=CC=C2)=CC=1.Cl[Pd]Cl.[Fe+2].C(Cl)Cl. The product is [O:30]1[CH:34]=[CH:33][CH:32]=[C:31]1[C:2]1[C:10]2[N:9]=[C:8]([CH3:11])[N:7]([CH2:12][C:13]3[CH:18]=[CH:17][CH:16]=[C:15]([C:19]([F:22])([F:20])[F:21])[C:14]=3[CH3:23])[C:6]=2[CH:5]=[C:4]([N:24]2[CH2:29][CH2:28][O:27][CH2:26][CH2:25]2)[CH:3]=1. The yield is 0.244. (7) The reactants are [N:1]1[CH:6]=[CH:5][CH:4]=[C:3]([NH:7][C:8](=[O:15])OCC(Cl)(Cl)Cl)[CH:2]=1.[F:16][C:17]1[CH:22]=[CH:21][CH:20]=[CH:19][C:18]=1[C:23]1[N:24]=[C:25]([CH:28]2[CH2:33][CH2:32][NH:31][CH2:30][CH2:29]2)[S:26][CH:27]=1.C(N(C(C)C)CC)(C)C.O. The catalyst is CS(C)=O. The product is [F:16][C:17]1[CH:22]=[CH:21][CH:20]=[CH:19][C:18]=1[C:23]1[N:24]=[C:25]([CH:28]2[CH2:33][CH2:32][N:31]([C:8]([NH:7][C:3]3[CH:2]=[N:1][CH:6]=[CH:5][CH:4]=3)=[O:15])[CH2:30][CH2:29]2)[S:26][CH:27]=1. The yield is 0.577. (8) The reactants are [O:1]=[C:2]1[C:11]2[CH:10]=[CH:9][CH:8]=[C:7]3[NH:12][CH:13]([C:21]4[CH:28]=[CH:27][C:24]([CH:25]=O)=[CH:23][CH:22]=4)[CH:14]([C:15]4[CH:20]=[CH:19][CH:18]=[CH:17][CH:16]=4)[C:5]([C:6]=23)=[N:4][NH:3]1.C(Cl)Cl.[CH2:32]([N:34]1[CH2:39][CH2:38][NH:37][CH2:36][CH:35]1[CH3:40])[CH3:33].[BH4-].[Na+]. The catalyst is CC(O)=O. The product is [CH2:32]([N:34]1[CH2:39][CH2:38][N:37]([CH2:25][C:24]2[CH:23]=[CH:22][C:21]([CH:13]3[NH:12][C:7]4[C:6]5[C:5](=[N:4][NH:3][C:2](=[O:1])[C:11]=5[CH:10]=[CH:9][CH:8]=4)[CH:14]3[C:15]3[CH:20]=[CH:19][CH:18]=[CH:17][CH:16]=3)=[CH:28][CH:27]=2)[CH2:36][CH:35]1[CH3:40])[CH3:33]. The yield is 0.710. (9) The reactants are [C:1]([OH:10])(=[O:9])[C:2]1[C:3](=[CH:5][CH:6]=[CH:7][CH:8]=1)[NH2:4].[CH3:11][C:12](OC(C)=O)=[O:13]. No catalyst specified. The product is [C:12]([NH:4][C:3]1[CH:5]=[CH:6][CH:7]=[CH:8][C:2]=1[C:1]([OH:10])=[O:9])(=[O:13])[CH3:11]. The yield is 1.00.